This data is from Full USPTO retrosynthesis dataset with 1.9M reactions from patents (1976-2016). The task is: Predict the reactants needed to synthesize the given product. (1) Given the product [CH:66]1([CH2:65][C@H:37]([NH:36][C:24]([C:21]2[C:17]3[N:18]=[CH:19][N:20]=[C:15]([C:7]4[C:8]5[O:12][CH2:11][O:10][C:9]=5[CH:13]=[CH:14][C:6]=4[O:5][CH2:4][CH:1]4[CH2:2][CH2:3]4)[C:16]=3[NH:23][CH:22]=2)=[O:25])[C:38]([N:40]2[CH2:45][CH2:44][CH:43]([N:46]3[C:51](=[O:52])[C:50]([CH3:53])([CH3:54])[CH2:49][C:48]([C:55]4[CH:60]=[CH:59][C:58]([O:61][CH3:62])=[C:57]([O:63][CH3:64])[CH:56]=4)=[N:47]3)[CH2:42][CH2:41]2)=[O:39])[CH2:71][CH2:70][CH2:69][CH2:68][CH2:67]1, predict the reactants needed to synthesize it. The reactants are: [CH:1]1([CH2:4][O:5][C:6]2[CH:14]=[CH:13][C:9]3[O:10][CH2:11][O:12][C:8]=3[C:7]=2[C:15]2[C:16]3[NH:23][CH:22]=[C:21]([C:24](O)=[O:25])[C:17]=3[N:18]=[CH:19][N:20]=2)[CH2:3][CH2:2]1.CCN(C(C)C)C(C)C.[NH2:36][C@@H:37]([CH2:65][CH:66]1[CH2:71][CH2:70][CH2:69][CH2:68][CH2:67]1)[C:38]([N:40]1[CH2:45][CH2:44][CH:43]([N:46]2[C:51](=[O:52])[C:50]([CH3:54])([CH3:53])[CH2:49][C:48]([C:55]3[CH:60]=[CH:59][C:58]([O:61][CH3:62])=[C:57]([O:63][CH3:64])[CH:56]=3)=[N:47]2)[CH2:42][CH2:41]1)=[O:39].CCOC(C(C#N)=NOC(N1CCOCC1)=[N+](C)C)=O.F[P-](F)(F)(F)(F)F.C(=O)(O)[O-].[Na+]. (2) Given the product [CH2:1]([O:3][C:4]1([C:7]2[CH:12]=[CH:11][C:10]([C:13]#[C:14][C:15]3[CH:16]=[CH:17][C:18]([C:19]([OH:21])=[O:20])=[CH:24][CH:25]=3)=[CH:9][C:8]=2[CH:26]([CH3:27])[CH3:28])[CH2:6][CH2:5]1)[CH3:2], predict the reactants needed to synthesize it. The reactants are: [CH2:1]([O:3][C:4]1([C:7]2[CH:12]=[CH:11][C:10]([C:13]#[C:14][C:15]3[CH:25]=[CH:24][C:18]([C:19]([O:21]CC)=[O:20])=[CH:17][CH:16]=3)=[CH:9][C:8]=2[CH:26]([CH3:28])[CH3:27])[CH2:6][CH2:5]1)[CH3:2].[OH-].[Na+]. (3) Given the product [CH:14]1([C:17]([C:10]2[CH:11]=[CH:12][C:7]([C:5]([O:4][CH2:2][CH3:3])=[O:6])=[CH:8][CH:9]=2)=[O:18])[CH2:16][CH2:15]1, predict the reactants needed to synthesize it. The reactants are: [I-].[CH2:2]([O:4][C:5]([C:7]1[CH:12]=[CH:11][C:10]([Zn+])=[CH:9][CH:8]=1)=[O:6])[CH3:3].[CH:14]1([C:17](Cl)=[O:18])[CH2:16][CH2:15]1. (4) The reactants are: [NH2:1][C:2]1([CH2:14][OH:15])[CH2:5][CH:4]([O:6][CH2:7][C:8]2[CH:13]=[CH:12][CH:11]=[CH:10][CH:9]=2)[CH2:3]1.[C:16](O[C:16]([O:18][C:19]([CH3:22])([CH3:21])[CH3:20])=[O:17])([O:18][C:19]([CH3:22])([CH3:21])[CH3:20])=[O:17].C(N(CC)CC)C. Given the product [CH2:7]([O:6][CH:4]1[CH2:3][C:2]([NH:1][C:16](=[O:17])[O:18][C:19]([CH3:22])([CH3:21])[CH3:20])([CH2:14][OH:15])[CH2:5]1)[C:8]1[CH:13]=[CH:12][CH:11]=[CH:10][CH:9]=1, predict the reactants needed to synthesize it. (5) Given the product [Br:18][CH2:19][CH2:20][CH2:21][NH:22][C:6]1[CH:5]=[C:4]([Cl:9])[N:3]=[C:2]([Cl:1])[N:7]=1, predict the reactants needed to synthesize it. The reactants are: [Cl:1][C:2]1[N:7]=[C:6](Cl)[CH:5]=[C:4]([Cl:9])[N:3]=1.C(N(CC)CC)C.Br.[Br:18][CH2:19][CH2:20][CH2:21][NH2:22]. (6) Given the product [N:31]1[CH:32]=[CH:33][CH:34]=[C:29]([CH2:28][NH:27][C:9]2[CH:10]=[C:11]3[C:6](=[CH:7][N:8]=2)[N:5]=[CH:4][C:3]([C:13]#[N:14])=[C:2]3[NH:22][C:21]2[CH:23]=[CH:24][C:18]([O:17][C:16]([F:25])([F:26])[F:15])=[CH:19][CH:20]=2)[CH:30]=1, predict the reactants needed to synthesize it. The reactants are: Cl[C:2]1[C:11]2[C:6](=[CH:7][N:8]=[C:9](F)[CH:10]=2)[N:5]=[CH:4][C:3]=1[C:13]#[N:14].[F:15][C:16]([F:26])([F:25])[O:17][C:18]1[CH:24]=[CH:23][C:21]([NH2:22])=[CH:20][CH:19]=1.[NH2:27][CH2:28][C:29]1[CH:30]=[N:31][CH:32]=[CH:33][CH:34]=1. (7) Given the product [Cl:22][C:20]1[CH:19]=[CH:18][C:17]([S:23]([CH2:26][CH3:27])(=[O:25])=[O:24])=[C:16]([CH2:15][N:11]2[C:10](=[O:28])[C:9]3[C:14](=[C:5]([C:1]#[N:2])[C:6]([CH2:33][N:34]4[CH2:39][CH2:38][CH2:37][C@H:36]([NH:40][CH2:41][CH3:42])[CH2:35]4)=[C:7]([C:29]([F:32])([F:31])[F:30])[CH:8]=3)[N:13]=[CH:12]2)[CH:21]=1, predict the reactants needed to synthesize it. The reactants are: [C-:1]#[N:2].[Na+].Br[C:5]1[C:6]([CH2:33][N:34]2[CH2:39][CH2:38][CH2:37][C@H:36]([NH:40][CH2:41][CH3:42])[CH2:35]2)=[C:7]([C:29]([F:32])([F:31])[F:30])[CH:8]=[C:9]2[C:14]=1[N:13]=[CH:12][N:11]([CH2:15][C:16]1[CH:21]=[C:20]([Cl:22])[CH:19]=[CH:18][C:17]=1[S:23]([CH2:26][CH3:27])(=[O:25])=[O:24])[C:10]2=[O:28]. (8) Given the product [CH3:13][O:1][C:2]1[CH:11]=[CH:10][CH:9]=[C:8]2[C:3]=1[CH2:4][CH2:5][NH:6][C:7]2=[O:12], predict the reactants needed to synthesize it. The reactants are: [OH:1][C:2]1[CH:11]=[CH:10][CH:9]=[C:8]2[C:3]=1[CH2:4][CH2:5][NH:6][C:7]2=[O:12].[C:13]([O-])([O-])=O.[Cs+].[Cs+].CI. (9) Given the product [Br:1][C:2]1[CH:3]=[C:4]2[C:10]([CH3:11])=[C:9]([CH3:12])[NH:8][C:5]2=[N:6][CH:7]=1, predict the reactants needed to synthesize it. The reactants are: [Br:1][C:2]1[CH:3]=[C:4]2[C:10]([CH3:11])=[C:9]([CH3:12])[N:8](S(C3C=CC=CC=3)(=O)=O)[C:5]2=[N:6][CH:7]=1.[OH-].[Na+].CCOC(C)=O.